Dataset: Reaction yield outcomes from USPTO patents with 853,638 reactions. Task: Predict the reaction yield, written as a fraction of the theoretical maximum amount of product (1.0 means a 100% yield; for example, 0.34 means a 34% yield). (1) The reactants are [O:1]([C:8]1[S:12][C:11]([C:13]#[N:14])=[CH:10][CH:9]=1)[C:2]1[CH:7]=[CH:6][CH:5]=[CH:4][CH:3]=1.[H-].[Al+3].[Li+].[H-].[H-].[H-].O.C(OCC)(=O)C. The catalyst is O1CCCC1. The product is [O:1]([C:8]1[S:12][C:11]([CH2:13][NH2:14])=[CH:10][CH:9]=1)[C:2]1[CH:3]=[CH:4][CH:5]=[CH:6][CH:7]=1. The yield is 0.899. (2) The reactants are [Cl:1][C:2]1[CH:7]=[C:6](/[CH:8]=[CH:9]/[CH:10]([C:15]2[CH:20]=[C:19]([Cl:21])[C:18]([Cl:22])=[C:17]([Cl:23])[CH:16]=2)[C:11]([F:14])([F:13])[F:12])[CH:5]=[CH:4][C:3]=1[CH2:24][NH2:25].CCN(CC)CC.Cl[C:34](=[O:39])[C:35]([O:37][CH3:38])=[O:36]. The catalyst is C(Cl)Cl. The product is [Cl:1][C:2]1[CH:7]=[C:6](/[CH:8]=[CH:9]/[CH:10]([C:15]2[CH:20]=[C:19]([Cl:21])[C:18]([Cl:22])=[C:17]([Cl:23])[CH:16]=2)[C:11]([F:14])([F:13])[F:12])[CH:5]=[CH:4][C:3]=1[CH2:24][NH:25][C:34](=[O:39])[C:35]([O:37][CH3:38])=[O:36]. The yield is 0.500. (3) The reactants are [CH3:1][O:2][C:3]1[CH:4]=[C:5]([N:12]2[CH2:17][CH2:16][P:15](=[O:19])([CH3:18])[CH2:14][CH2:13]2)[CH:6]=[CH:7][C:8]=1[N+:9]([O-])=O. The catalyst is [Pd].C(O)C. The product is [CH3:1][O:2][C:3]1[CH:4]=[C:5]([N:12]2[CH2:17][CH2:16][P:15]([CH3:18])(=[O:19])[CH2:14][CH2:13]2)[CH:6]=[CH:7][C:8]=1[NH2:9]. The yield is 0.870. (4) The reactants are [OH-].[Na+].C[O:4][C:5]([C:7]1[N:8]=[CH:9][N:10]([CH2:18][C:19]2[CH:24]=[C:23]([C:25]([F:28])([F:27])[F:26])[CH:22]=[C:21]([C:29]([F:32])([F:31])[F:30])[CH:20]=2)[C:11]=1[C:12]1[CH:17]=[CH:16][CH:15]=[CH:14][CH:13]=1)=[O:6]. The catalyst is CCO. The product is [F:32][C:29]([F:30])([F:31])[C:21]1[CH:20]=[C:19]([CH:24]=[C:23]([C:25]([F:26])([F:27])[F:28])[CH:22]=1)[CH2:18][N:10]1[C:11]([C:12]2[CH:17]=[CH:16][CH:15]=[CH:14][CH:13]=2)=[C:7]([C:5]([OH:6])=[O:4])[N:8]=[CH:9]1. The yield is 11.0. (5) The reactants are [NH2:1][C:2]1[N:7]=[C:6]([NH2:8])[C:5]([O:9][C:10]2[C:11]([CH:21]([CH3:23])[CH3:22])=[CH:12][C:13]([O:19][CH3:20])=[C:14]([CH:18]=2)[C:15]([NH2:17])=O)=[CH:4][N:3]=1.COC1C=CC(P2(SP(C3C=CC(OC)=CC=3)(=S)S2)=[S:33])=CC=1. The catalyst is C1COCC1. The product is [NH2:1][C:2]1[N:7]=[C:6]([NH2:8])[C:5]([O:9][C:10]2[C:11]([CH:21]([CH3:23])[CH3:22])=[CH:12][C:13]([O:19][CH3:20])=[C:14]([CH:18]=2)[C:15]([NH2:17])=[S:33])=[CH:4][N:3]=1. The yield is 0.760.